From a dataset of Reaction yield outcomes from USPTO patents with 853,638 reactions. Predict the reaction yield, written as a fraction of the theoretical maximum amount of product (1.0 means a 100% yield; for example, 0.34 means a 34% yield). The reactants are Br[C:2]1[C:3]2[N:11]([CH2:12][CH3:13])[C:10]([C:14]3[C:15]([NH2:19])=[N:16][O:17][N:18]=3)=[N:9][C:4]=2[C:5]([Cl:8])=[N:6][CH:7]=1.C([Mg]Cl)(C)C.B(OC)(OC)[O:26]C.C(=O)=O.CC(C)=O. The catalyst is C1COCC1. The product is [NH2:19][C:15]1[C:14]([C:10]2[N:11]([CH2:12][CH3:13])[C:3]3[C:2]([OH:26])=[CH:7][N:6]=[C:5]([Cl:8])[C:4]=3[N:9]=2)=[N:18][O:17][N:16]=1. The yield is 0.880.